The task is: Predict the reactants needed to synthesize the given product.. This data is from Full USPTO retrosynthesis dataset with 1.9M reactions from patents (1976-2016). (1) Given the product [F:1][C:2]1[CH:27]=[CH:26][CH:25]=[CH:24][C:3]=1[CH2:4][N:5]1[C:9]2=[N:10][CH:11]=[CH:12][CH:13]=[C:8]2[C:7]([C:14]2[CH:15]=[CH:16][C:17]3[NH:22][CH2:21][CH2:20][NH:19][C:18]=3[N:23]=2)=[N:6]1, predict the reactants needed to synthesize it. The reactants are: [F:1][C:2]1[CH:27]=[CH:26][CH:25]=[CH:24][C:3]=1[CH2:4][N:5]1[C:9]2=[N:10][CH:11]=[CH:12][CH:13]=[C:8]2[C:7]([C:14]2[CH:15]=[CH:16][C:17]3[C:18]([N:23]=2)=[N:19][CH:20]=[CH:21][N:22]=3)=[N:6]1. (2) Given the product [OH:25][CH2:24][CH2:23][CH2:22][S:21][CH:9]([C:10]1[CH:14]=[CH:13][S:12][CH:11]=1)[CH2:8][C:4]1[O:3][C:2]([CH3:1])([C:15]2[CH:20]=[CH:19][CH:18]=[CH:17][CH:16]=2)[C:6](=[O:7])[CH:5]=1, predict the reactants needed to synthesize it. The reactants are: [CH3:1][C:2]1([C:15]2[CH:20]=[CH:19][CH:18]=[CH:17][CH:16]=2)[C:6](=[O:7])[CH:5]=[C:4](/[CH:8]=[CH:9]/[C:10]2[CH:14]=[CH:13][S:12][CH:11]=2)[O:3]1.[SH:21][CH2:22][CH2:23][CH2:24][OH:25]. (3) Given the product [NH2:13][C:14]1[NH:15][C:3](=[O:4])[CH:5]=[C:6]([OH:7])[C:8]=1[C:9]([O:11][CH3:12])=[O:10], predict the reactants needed to synthesize it. The reactants are: CO[C:3]([CH2:5][C:6]([CH2:8][C:9]([O:11][CH3:12])=[O:10])=[O:7])=[O:4].[N:13]#[C:14][NH2:15]. (4) Given the product [NH2:1][C:2]1[C:11]2[C:6](=[CH:7][CH:8]=[CH:9][CH:10]=2)[C:5]([C:13]#[N:14])=[CH:4][CH:3]=1, predict the reactants needed to synthesize it. The reactants are: [NH2:1][C:2]1[C:11]2[C:6](=[CH:7][CH:8]=[CH:9][CH:10]=2)[C:5](Br)=[CH:4][CH:3]=1.[C:13]([Cu])#[N:14]. (5) Given the product [O:18]=[C:3]1[C:4]2[NH:5][C:6]3[C:11](=[CH:10][C:9]([C:15]([O:17][CH3:19])=[O:16])=[CH:8][CH:7]=3)[C:12]=2[CH2:13][CH2:14][CH2:2]1, predict the reactants needed to synthesize it. The reactants are: C[CH:2]1[CH2:14][CH2:13][C:12]2[C:11]3[C:6](=[CH:7][CH:8]=[C:9]([C:15]([OH:17])=[O:16])[CH:10]=3)[NH:5][C:4]=2[C:3]1=[O:18].[C:19]([O-])(O)=O.[Na+]. (6) Given the product [CH2:32]([O:31][CH:8]([CH2:9][C:10]1[CH:15]=[CH:14][CH:13]=[C:12]([O:16][CH2:17][CH2:18][CH2:19][C:20]2[CH:21]=[CH:22][C:23]([O:26][S:27]([CH3:30])(=[O:28])=[O:29])=[CH:24][CH:25]=2)[CH:11]=1)[C:7]([OH:34])=[O:6])[CH3:33], predict the reactants needed to synthesize it. The reactants are: O.[OH-].[Li+].C([O:6][C:7](=[O:34])[CH:8]([O:31][CH2:32][CH3:33])[CH2:9][C:10]1[CH:15]=[CH:14][CH:13]=[C:12]([O:16][CH2:17][CH2:18][CH2:19][C:20]2[CH:25]=[CH:24][C:23]([O:26][S:27]([CH3:30])(=[O:29])=[O:28])=[CH:22][CH:21]=2)[CH:11]=1)C. (7) The reactants are: [Cl:1][C:2]1[CH:3]=[CH:4][CH:5]=[C:6]2[C:10]=1[NH:9][CH:8]=[C:7]2[CH:11]1[CH2:16][CH2:15][N:14]([CH2:17][CH2:18][C:19]2[CH:24]=[C:23]([NH2:25])[CH:22]=[CH:21][C:20]=2[CH3:26])[CH2:13][CH2:12]1.[F:27][C:28]1[CH:36]=[CH:35][C:31]([C:32](Cl)=[O:33])=[CH:30][CH:29]=1. Given the product [F:27][C:28]1[CH:36]=[CH:35][C:31]([C:32]([NH:25][C:23]2[CH:22]=[CH:21][C:20]([CH3:26])=[C:19]([CH2:18][CH2:17][N:14]3[CH2:13][CH2:12][CH:11]([C:7]4[C:6]5[C:10](=[C:2]([Cl:1])[CH:3]=[CH:4][CH:5]=5)[NH:9][CH:8]=4)[CH2:16][CH2:15]3)[CH:24]=2)=[O:33])=[CH:30][CH:29]=1, predict the reactants needed to synthesize it. (8) The reactants are: [Li]CCCC.[CH3:6][C:7]1[S:11][CH:10]=[N:9][CH:8]=1.[CH2:12]([O:19][C:20]1[N:25]=[C:24]([C:26](OC)=[O:27])[CH:23]=[CH:22][CH:21]=1)[C:13]1[CH:18]=[CH:17][CH:16]=[CH:15][CH:14]=1.Cl. Given the product [CH2:12]([O:19][C:20]1[N:25]=[C:24]([C:26]([C:10]2[S:11][C:7]([CH3:6])=[CH:8][N:9]=2)=[O:27])[CH:23]=[CH:22][CH:21]=1)[C:13]1[CH:14]=[CH:15][CH:16]=[CH:17][CH:18]=1, predict the reactants needed to synthesize it. (9) Given the product [C:1]([O:5][C:6]([CH2:8][N:9]1[C:14](=[O:15])[CH:13]=[CH:12][N:11]([CH2:16][C:17]([OH:19])=[O:18])[C:10]1=[O:27])=[O:7])([CH3:4])([CH3:2])[CH3:3], predict the reactants needed to synthesize it. The reactants are: [C:1]([O:5][C:6]([CH2:8][N:9]1[C:14](=[O:15])[CH:13]=[CH:12][N:11]([CH2:16][C:17]([O:19]CC2C=CC=CC=2)=[O:18])[C:10]1=[O:27])=[O:7])([CH3:4])([CH3:3])[CH3:2]. (10) Given the product [CH2:1]([O:8][C:9]1[CH:23]=[CH:22][C:12]2[CH:13]=[C:14]([C:16]([C:26]3[CH:27]=[CH:28][C:29]([OH:30])=[C:24]([CH3:31])[CH:25]=3)([CH2:19][CH3:20])[CH2:17][CH3:18])[O:15][C:11]=2[CH:10]=1)[C:2]1[CH:7]=[CH:6][CH:5]=[CH:4][CH:3]=1, predict the reactants needed to synthesize it. The reactants are: [CH2:1]([O:8][C:9]1[CH:23]=[CH:22][C:12]2[CH:13]=[C:14]([C:16](O)([CH2:19][CH3:20])[CH2:17][CH3:18])[O:15][C:11]=2[CH:10]=1)[C:2]1[CH:7]=[CH:6][CH:5]=[CH:4][CH:3]=1.[C:24]1([CH3:31])[C:29]([OH:30])=[CH:28][CH:27]=[CH:26][CH:25]=1.B(F)(F)F.O(CC)CC.